This data is from NCI-60 drug combinations with 297,098 pairs across 59 cell lines. The task is: Regression. Given two drug SMILES strings and cell line genomic features, predict the synergy score measuring deviation from expected non-interaction effect. (1) Drug 1: C1C(C(OC1N2C=C(C(=O)NC2=O)F)CO)O. Drug 2: C1=NC(=NC(=O)N1C2C(C(C(O2)CO)O)O)N. Cell line: HCT116. Synergy scores: CSS=49.5, Synergy_ZIP=-2.62, Synergy_Bliss=-1.91, Synergy_Loewe=-0.121, Synergy_HSA=2.33. (2) Cell line: UACC-257. Drug 2: C1=NC2=C(N=C(N=C2N1C3C(C(C(O3)CO)O)F)Cl)N. Drug 1: C1CCC(CC1)NC(=O)N(CCCl)N=O. Synergy scores: CSS=29.0, Synergy_ZIP=-3.25, Synergy_Bliss=0.404, Synergy_Loewe=-13.2, Synergy_HSA=-1.12. (3) Drug 1: CCCCCOC(=O)NC1=NC(=O)N(C=C1F)C2C(C(C(O2)C)O)O. Drug 2: COC1=C2C(=CC3=C1OC=C3)C=CC(=O)O2. Cell line: IGROV1. Synergy scores: CSS=-3.66, Synergy_ZIP=2.79, Synergy_Bliss=2.12, Synergy_Loewe=-2.54, Synergy_HSA=-2.17. (4) Drug 2: C1CNP(=O)(OC1)N(CCCl)CCCl. Drug 1: CC1=CC=C(C=C1)C2=CC(=NN2C3=CC=C(C=C3)S(=O)(=O)N)C(F)(F)F. Cell line: UACC-257. Synergy scores: CSS=-2.54, Synergy_ZIP=1.94, Synergy_Bliss=1.88, Synergy_Loewe=0.353, Synergy_HSA=-0.605. (5) Drug 1: CC1=C2C(C(=O)C3(C(CC4C(C3C(C(C2(C)C)(CC1OC(=O)C(C(C5=CC=CC=C5)NC(=O)C6=CC=CC=C6)O)O)OC(=O)C7=CC=CC=C7)(CO4)OC(=O)C)O)C)OC(=O)C. Drug 2: C(CN)CNCCSP(=O)(O)O. Cell line: SN12C. Synergy scores: CSS=19.9, Synergy_ZIP=-8.31, Synergy_Bliss=-13.9, Synergy_Loewe=-12.2, Synergy_HSA=-10.7. (6) Drug 1: CC(C1=C(C=CC(=C1Cl)F)Cl)OC2=C(N=CC(=C2)C3=CN(N=C3)C4CCNCC4)N. Drug 2: CC12CCC3C(C1CCC2OP(=O)(O)O)CCC4=C3C=CC(=C4)OC(=O)N(CCCl)CCCl.[Na+]. Cell line: UO-31. Synergy scores: CSS=6.26, Synergy_ZIP=-7.72, Synergy_Bliss=-10.7, Synergy_Loewe=-10.1, Synergy_HSA=-10.0. (7) Drug 1: CC(CN1CC(=O)NC(=O)C1)N2CC(=O)NC(=O)C2. Drug 2: C1CN1P(=S)(N2CC2)N3CC3. Cell line: A549. Synergy scores: CSS=50.0, Synergy_ZIP=-6.41, Synergy_Bliss=-2.67, Synergy_Loewe=2.13, Synergy_HSA=4.26.